Dataset: Peptide-MHC class I binding affinity with 185,985 pairs from IEDB/IMGT. Task: Regression. Given a peptide amino acid sequence and an MHC pseudo amino acid sequence, predict their binding affinity value. This is MHC class I binding data. The peptide sequence is QNITFDMLK. The MHC is HLA-A03:01 with pseudo-sequence HLA-A03:01. The binding affinity (normalized) is 0.263.